From a dataset of Forward reaction prediction with 1.9M reactions from USPTO patents (1976-2016). Predict the product of the given reaction. (1) Given the reactants [N+:1]([C:4]1[CH:9]=[CH:8][C:7]([C:10]([N:12]2[C@H:21]3[C@@H:16]([CH2:17][CH2:18][CH2:19][CH2:20]3)[CH2:15][CH2:14][CH2:13]2)=[O:11])=[CH:6][CH:5]=1)([O-])=O, predict the reaction product. The product is: [NH2:1][C:4]1[CH:5]=[CH:6][C:7]([C:10]([N:12]2[C@H:21]3[C@@H:16]([CH2:17][CH2:18][CH2:19][CH2:20]3)[CH2:15][CH2:14][CH2:13]2)=[O:11])=[CH:8][CH:9]=1. (2) Given the reactants [CH3:1][C:2]1[CH:9]=[N:8][CH:7]=[CH:6][C:3]=1[C:4]#[N:5].Cl.[NH2:11][OH:12].C([O-])([O-])=O.[Na+].[Na+], predict the reaction product. The product is: [OH:12][NH:11][C:4](=[NH:5])[C:3]1[CH:6]=[CH:7][N:8]=[CH:9][C:2]=1[CH3:1]. (3) The product is: [CH:5]1([C:10]2[CH:14]=[C:13]([NH:15][C:16]([NH:18][C:19]3[CH:24]=[CH:23][CH:22]=[C:21]([Cl:25])[C:20]=3[Cl:26])=[O:17])[N:12]([C:27]3[CH:35]=[C:34]4[C:30]([CH2:31][CH2:32][CH:33]4[C:36]([OH:38])=[O:37])=[CH:29][CH:28]=3)[N:11]=2)[CH2:6][CH2:7][CH2:8][CH2:9]1. Given the reactants CCO.O.[CH:5]1([C:10]2[CH:14]=[C:13]([NH:15][C:16]([NH:18][C:19]3[CH:24]=[CH:23][CH:22]=[C:21]([Cl:25])[C:20]=3[Cl:26])=[O:17])[N:12]([C:27]3[CH:35]=[C:34]4[C:30]([CH2:31][CH2:32][CH:33]4[C:36]([O:38]CC)=[O:37])=[CH:29][CH:28]=3)[N:11]=2)[CH2:9][CH2:8][CH2:7][CH2:6]1.[OH-].[Li+], predict the reaction product.